This data is from Catalyst prediction with 721,799 reactions and 888 catalyst types from USPTO. The task is: Predict which catalyst facilitates the given reaction. Reactant: [CH:1]1([C:4]2[CH:9]=[CH:8][C:7]([NH:10][C:11]3[C:12]4[N:13]([CH:20]=[N:21][CH:22]=4)[CH:14]=[CH:15][C:16]=3[C:17]([OH:19])=O)=[C:6]([F:23])[CH:5]=2)[CH2:3][CH2:2]1.CCN=C=NCCCN(C)C.C1C=CC2N(O)N=NC=2C=1.CCN(C(C)C)C(C)C.Cl.[NH2:55][O:56][CH2:57][C@@H:58]([OH:60])[CH3:59]. Product: [OH:60][C@@H:58]([CH3:59])[CH2:57][O:56][NH:55][C:17]([C:16]1[CH:15]=[CH:14][N:13]2[CH:20]=[N:21][CH:22]=[C:12]2[C:11]=1[NH:10][C:7]1[CH:8]=[CH:9][C:4]([CH:1]2[CH2:2][CH2:3]2)=[CH:5][C:6]=1[F:23])=[O:19]. The catalyst class is: 3.